This data is from Full USPTO retrosynthesis dataset with 1.9M reactions from patents (1976-2016). The task is: Predict the reactants needed to synthesize the given product. (1) Given the product [CH3:38][C:6]1[C:7]([C:8]2[C:16]3[O:15][CH2:14][C@@H:13]([NH:17][C:18]4[CH:31]=[CH:30][C:21]5[C@H:22]([CH2:25][C:26]([OH:28])=[O:27])[CH2:23][O:24][C:20]=5[CH:19]=4)[C:12]=3[CH:11]=[CH:10][CH:9]=2)=[C:2]([CH3:1])[N:3]=[C:4]([N:39]2[CH2:43][CH2:42][CH2:41][CH2:40]2)[N:5]=1, predict the reactants needed to synthesize it. The reactants are: [CH3:1][C:2]1[C:7]([C:8]2[C:16]3[O:15][CH2:14][C@@H:13]([N:17](C(=O)C(F)(F)F)[C:18]4[CH:31]=[CH:30][C:21]5[C@H:22]([CH2:25][C:26]([O:28]C)=[O:27])[CH2:23][O:24][C:20]=5[CH:19]=4)[C:12]=3[CH:11]=[CH:10][CH:9]=2)=[C:6]([CH3:38])[N:5]=[C:4]([N:39]2[CH2:43][CH2:42][CH2:41][CH2:40]2)[N:3]=1.[OH-].[Na+].Cl. (2) Given the product [CH2:1]([O:3][C:4]([C:6]1[C:7]([CH3:14])=[N:8][C:9]([NH:16][CH2:17][CH2:18][C:19]2[CH:24]=[CH:23][C:22]([OH:25])=[CH:21][CH:20]=2)=[N:10][C:11]=1[CH3:12])=[O:5])[CH3:2], predict the reactants needed to synthesize it. The reactants are: [CH2:1]([O:3][C:4]([C:6]1[C:7]([CH3:14])=[N:8][C:9](Cl)=[N:10][C:11]=1[CH3:12])=[O:5])[CH3:2].Cl.[NH2:16][CH2:17][CH2:18][C:19]1[CH:24]=[CH:23][C:22]([OH:25])=[CH:21][CH:20]=1.C([O-])(=O)C.[K+]. (3) Given the product [Cl:1][C:2]1[CH:3]=[C:4]2[C:8](=[CH:9][CH:10]=1)[N:7]([CH:34]=[C:35]([C:37]1[CH:38]=[CH:39][C:40]([O:43][CH3:44])=[CH:41][CH:42]=1)[CH3:36])[C:6]1[CH:11]([CH3:16])[N:12]([CH3:15])[CH2:13][CH2:14][C:5]2=1, predict the reactants needed to synthesize it. The reactants are: [Cl:1][C:2]1[CH:3]=[C:4]2[C:8](=[CH:9][CH:10]=1)[NH:7][C:6]1[CH:11]([CH3:16])[N:12]([CH3:15])[CH2:13][CH2:14][C:5]2=1.N1CCC[C@H]1C(O)=O.[O-]P([O-])([O-])=O.[K+].[K+].[K+].Br[CH:34]=[C:35]([C:37]1[CH:42]=[CH:41][C:40]([O:43][CH3:44])=[CH:39][CH:38]=1)[CH3:36]. (4) Given the product [NH2:30][CH:1]([C:4]1[C:5]([O:22][CH3:23])=[C:6]([C:12]2[CH:17]=[CH:16][C:15]([F:18])=[C:14]([C:19]([NH2:21])=[O:20])[CH:13]=2)[C:7]([CH3:11])=[C:8]([Cl:10])[CH:9]=1)[CH3:2], predict the reactants needed to synthesize it. The reactants are: [C:1]([C:4]1[C:5]([O:22][CH3:23])=[C:6]([C:12]2[CH:17]=[CH:16][C:15]([F:18])=[C:14]([C:19]([NH2:21])=[O:20])[CH:13]=2)[C:7]([CH3:11])=[C:8]([Cl:10])[CH:9]=1)(=O)[CH3:2].C([O-])(=O)C.[NH4+].C([BH3-])#[N:30].[Na+]. (5) Given the product [CH3:1][N:2]1[CH:6]=[C:5]([NH:7][C:8]([C:10]2[C:15]([NH:16][C:17]3[CH:22]=[N:21][CH:20]=[N:19][CH:18]=3)=[N:14][CH:13]=[C:12]([CH:23]([OH:25])[CH3:24])[N:11]=2)=[O:9])[C:4]([C:26](=[O:29])[NH:27][CH3:28])=[N:3]1, predict the reactants needed to synthesize it. The reactants are: [CH3:1][N:2]1[CH:6]=[C:5]([NH:7][C:8]([C:10]2[C:15]([NH:16][C:17]3[CH:18]=[N:19][CH:20]=[N:21][CH:22]=3)=[N:14][CH:13]=[C:12]([C:23](=[O:25])[CH3:24])[N:11]=2)=[O:9])[C:4]([C:26](=[O:29])[NH:27][CH3:28])=[N:3]1.[BH4-].[Na+]. (6) Given the product [C:1]([N:4]1[C@H:5]([CH3:20])[CH2:6][N:7]([C:11]2[CH:16]=[CH:15][C:14]([NH:17][C:22]([NH2:23])=[NH:21])=[CH:13][CH:12]=2)[C@@H:8]([CH3:10])[CH2:9]1)(=[O:3])[CH3:2], predict the reactants needed to synthesize it. The reactants are: [C:1]([N:4]1[CH2:9][C@H:8]([CH3:10])[N:7]([C:11]2[CH:16]=[CH:15][C:14]([N+:17]([O-])=O)=[CH:13][CH:12]=2)[CH2:6][C@H:5]1[CH3:20])(=[O:3])[CH3:2].[N:21]#[C:22][NH2:23]. (7) Given the product [Cl:1][C:2]1[CH:7]=[C:6]([C:8]2[C:12]([N:13]3[CH2:18][CH2:17][N:16]([CH2:28][CH2:29][OH:30])[CH2:15][CH2:14]3)=[CH:11][NH:10][N:9]=2)[C:5]([OH:19])=[CH:4][C:3]=1[OH:20], predict the reactants needed to synthesize it. The reactants are: [Cl:1][C:2]1[CH:7]=[C:6]([C:8]2[C:12]([N:13]3[CH2:18][CH2:17][NH:16][CH2:15][CH2:14]3)=[CH:11][NH:10][N:9]=2)[C:5]([OH:19])=[CH:4][C:3]=1[OH:20].C(=O)([O-])[O-].[Cs+].[Cs+].Br[CH2:28][CH2:29][OH:30]. (8) Given the product [Br:1][C:2]1[CH:3]=[CH:4][C:5]([C:6]([NH:37][C:32]2[CH:33]=[CH:34][CH:35]=[CH:36][C:31]=2[NH:30][C:24]2[CH:25]=[CH:26][CH:27]=[CH:28][CH:29]=2)=[O:8])=[CH:9][CH:10]=1, predict the reactants needed to synthesize it. The reactants are: [Br:1][C:2]1[CH:10]=[CH:9][C:5]([C:6]([OH:8])=O)=[CH:4][CH:3]=1.S(Cl)(Cl)=O.C(O)(=O)C1C=CC=CC=1.[C:24]1([NH:30][C:31]2[CH:36]=[CH:35][CH:34]=[CH:33][C:32]=2[NH2:37])[CH:29]=[CH:28][CH:27]=[CH:26][CH:25]=1.